From a dataset of Full USPTO retrosynthesis dataset with 1.9M reactions from patents (1976-2016). Predict the reactants needed to synthesize the given product. (1) Given the product [F:1][CH2:2][C@H:3]1[O:8][CH2:7][C@@H:6]([C:9]2[CH:10]=[CH:11][CH:12]=[CH:13][CH:14]=2)[NH:5][CH2:4]1, predict the reactants needed to synthesize it. The reactants are: [F:1][CH2:2][C@H:3]1[O:8][CH2:7][C@@H:6]([C:9]2[CH:14]=[CH:13][CH:12]=[CH:11][CH:10]=2)[N:5](C(OCC(Cl)(Cl)Cl)=O)[CH2:4]1.[F:1][CH2:2][CH:3]1[O:8][CH2:7][CH:6]([C:9]2[CH:10]=[CH:11][CH:12]=[CH:13][CH:14]=2)[N:5](C(OC(Cl)(Cl)Cl)=O)[CH2:4]1. (2) Given the product [C:18]([NH:22][C@:8]1([C:31](=[O:32])[NH:27][C:23]([CH3:26])([CH3:25])[CH3:24])[C@@H:4]([CH2:1][CH:2]=[CH2:3])[CH2:5][C@H:6]([NH:10][C:11](=[O:17])[O:12][C:13]([CH3:16])([CH3:15])[CH3:14])[CH2:7]1)(=[O:21])[CH3:19], predict the reactants needed to synthesize it. The reactants are: [CH2:1]([CH:4]1[C:8](=O)[CH2:7][CH:6]([NH:10][C:11](=[O:17])[O:12][C:13]([CH3:16])([CH3:15])[CH3:14])[CH2:5]1)[CH:2]=[CH2:3].[C:18]([O-:21])(=O)[CH3:19].[NH4+:22].[C:23]([N+:27]#[C-])([CH3:26])([CH3:25])[CH3:24].FC(F)(F)[CH2:31][OH:32].